Dataset: Forward reaction prediction with 1.9M reactions from USPTO patents (1976-2016). Task: Predict the product of the given reaction. Given the reactants [NH2:1][C:2]1[N:7]=[CH:6][N:5]=[C:4]2[N:8]([CH2:25][C@H:26]3[CH2:30][CH2:29][CH2:28][N:27]3[C:31](=[O:35])[CH2:32][C:33]#[N:34])[N:9]=[C:10]([C:11]3[CH:16]=[CH:15][C:14]([O:17][C:18]4[CH:23]=[CH:22][CH:21]=[CH:20][CH:19]=4)=[CH:13][C:12]=3[F:24])[C:3]=12.N1[CH2:41][CH2:40][CH2:39][CH2:38]C1.C1(C=O)CC1, predict the reaction product. The product is: [NH2:1][C:2]1[N:7]=[CH:6][N:5]=[C:4]2[N:8]([CH2:25][C@H:26]3[CH2:30][CH2:29][CH2:28][N:27]3[C:31]([C:32](=[CH:38][CH:39]3[CH2:41][CH2:40]3)[C:33]#[N:34])=[O:35])[N:9]=[C:10]([C:11]3[CH:16]=[CH:15][C:14]([O:17][C:18]4[CH:19]=[CH:20][CH:21]=[CH:22][CH:23]=4)=[CH:13][C:12]=3[F:24])[C:3]=12.